From a dataset of Peptide-MHC class I binding affinity with 185,985 pairs from IEDB/IMGT. Regression. Given a peptide amino acid sequence and an MHC pseudo amino acid sequence, predict their binding affinity value. This is MHC class I binding data. The peptide sequence is ARNLWVTVY. The MHC is Mamu-A11 with pseudo-sequence Mamu-A11. The binding affinity (normalized) is 0.0452.